The task is: Predict the product of the given reaction.. This data is from Forward reaction prediction with 1.9M reactions from USPTO patents (1976-2016). Given the reactants Cl[C:2]1[S:6][N:5]=[C:4]([S:7][CH2:8][C:9]2[CH:14]=[CH:13][C:12]([O:15][CH3:16])=[CH:11][CH:10]=2)[N:3]=1.[CH2:17]([OH:24])[C:18]1[CH:23]=[CH:22][CH:21]=[CH:20][CH:19]=1.[H-].[Na+].[Cl-].[Na+], predict the reaction product. The product is: [CH2:17]([O:24][C:2]1[S:6][N:5]=[C:4]([S:7][CH2:8][C:9]2[CH:14]=[CH:13][C:12]([O:15][CH3:16])=[CH:11][CH:10]=2)[N:3]=1)[C:18]1[CH:23]=[CH:22][CH:21]=[CH:20][CH:19]=1.